This data is from HIV replication inhibition screening data with 41,000+ compounds from the AIDS Antiviral Screen. The task is: Binary Classification. Given a drug SMILES string, predict its activity (active/inactive) in a high-throughput screening assay against a specified biological target. (1) The molecule is CC(C)(C=NO)NO. The result is 0 (inactive). (2) The molecule is CC1COC(C)(C)P(c2ccccc2)C1. The result is 0 (inactive). (3) The molecule is COc1ccc(-c2cc(=O)c3c(O)cc(O)cc3o2)cc1Oc1ccc(-c2cc(=O)c3c(O)cc(O)cc3o2)cc1. The result is 0 (inactive). (4) The molecule is O=C(O)CCC1COc2ccccc2O1. The result is 0 (inactive). (5) The result is 0 (inactive). The compound is CCCCNC(=O)c1cc2c(cc1Cl)Sc1nccn1S2(=O)=O. (6) The molecule is O=C1[OH+][B-](c2ccccc2)(c2ccccc2)N2CCCC12. The result is 0 (inactive). (7) The drug is Cc1nc(O)nc(O)c1N(CCF)CCCl. The result is 0 (inactive).